Dataset: Forward reaction prediction with 1.9M reactions from USPTO patents (1976-2016). Task: Predict the product of the given reaction. (1) Given the reactants Cl.[F:2][C:3]1[CH:8]=[CH:7][CH:6]=[CH:5][C:4]=1[CH2:9][C:10]([CH:12]1[CH2:17][CH2:16][NH:15][CH2:14][CH2:13]1)=[O:11].[C:18]([C:21]1[C:26]([O:27][CH3:28])=[N:25][CH:24]=[CH:23][N:22]=1)(=O)[CH3:19].C(O[BH-](OC(=O)C)OC(=O)C)(=O)C.[Na+].C(=O)([O-])[O-].[Na+].[Na+], predict the reaction product. The product is: [CH3:28][O:27][C:26]1[C:21]([CH:18]([N:15]2[CH2:14][CH2:13][CH:12]([C:10](=[O:11])[CH2:9][C:4]3[CH:5]=[CH:6][CH:7]=[CH:8][C:3]=3[F:2])[CH2:17][CH2:16]2)[CH3:19])=[N:22][CH:23]=[CH:24][N:25]=1. (2) Given the reactants [C:1]([O:5][C:6](=[O:23])[CH2:7][CH:8]([OH:22])[CH2:9][C@H:10]([OH:21])[CH2:11][O:12][C:13](=[O:20])[C:14]1[CH:19]=[CH:18][CH:17]=[CH:16][CH:15]=1)([CH3:4])([CH3:3])[CH3:2].COC(OC)(C)C.C1(C)C=CC(S(O)(=O)=O)=CC=1.C(=O)([O-])O.[Na+], predict the reaction product. The product is: [C:1]([O:5][C:6](=[O:23])[CH2:7][C:8](=[O:22])[CH2:9][C@H:10]([OH:21])[CH2:11][O:12][C:13](=[O:20])[C:14]1[CH:15]=[CH:16][CH:17]=[CH:18][CH:19]=1)([CH3:4])([CH3:2])[CH3:3].